The task is: Predict the reactants needed to synthesize the given product.. This data is from Full USPTO retrosynthesis dataset with 1.9M reactions from patents (1976-2016). Given the product [Cl:1][C:2]1[N:10]=[C:9]2[C:5]([NH:6][C:7]([S:11][CH3:15])=[N:8]2)=[CH:4][N:3]=1, predict the reactants needed to synthesize it. The reactants are: [Cl:1][C:2]1[N:10]=[C:9]2[C:5]([NH:6][C:7](=[S:11])[NH:8]2)=[CH:4][N:3]=1.[OH-].[K+].I[CH3:15].